From a dataset of TCR-epitope binding with 47,182 pairs between 192 epitopes and 23,139 TCRs. Binary Classification. Given a T-cell receptor sequence (or CDR3 region) and an epitope sequence, predict whether binding occurs between them. (1) The epitope is RQLLFVVEV. The TCR CDR3 sequence is CASSLPGDPYEQYF. Result: 1 (the TCR binds to the epitope). (2) The epitope is HTTDPSFLGRY. The TCR CDR3 sequence is CASSYSSAEEKLFF. Result: 1 (the TCR binds to the epitope).